This data is from Reaction yield outcomes from USPTO patents with 853,638 reactions. The task is: Predict the reaction yield, written as a fraction of the theoretical maximum amount of product (1.0 means a 100% yield; for example, 0.34 means a 34% yield). (1) The reactants are [CH2:1]([N:4]1[CH:8]=[CH:7][N:6]=[C:5]1[C:9]1[S:13][C:12](Br)=[N:11][C:10]=1[Br:15])[CH:2]=[CH2:3].C[Sn](C)(C)[C:18]1[CH:23]=[CH:22][N:21]=[C:20]([NH:24][C:25](=[O:27])[CH3:26])[CH:19]=1.[Cl-].[Li+]. The yield is 0.540. The catalyst is O1CCOCC1.[Cu]I. The product is [CH2:1]([N:4]1[CH:8]=[CH:7][N:6]=[C:5]1[C:9]1[S:13][C:12]([C:18]2[CH:23]=[CH:22][N:21]=[C:20]([NH:24][C:25](=[O:27])[CH3:26])[CH:19]=2)=[N:11][C:10]=1[Br:15])[CH:2]=[CH2:3]. (2) The reactants are [I-].C[N+](C)(C)[CH2:4][C:5]1[CH:10]=[C:9]([CH3:11])[C:8]([OH:12])=[C:7]([O:13][CH3:14])[CH:6]=1.[P:17]([O:22]C)([O:20][CH3:21])[O:18][CH3:19]. The catalyst is C1(C)C(C)=CC=CC=1. The product is [OH:12][C:8]1[C:9]([CH3:11])=[CH:10][C:5]([CH2:4][P:17](=[O:22])([O:20][CH3:21])[O:18][CH3:19])=[CH:6][C:7]=1[O:13][CH3:14]. The yield is 0.830. (3) The reactants are COC1C=CC(C[N:8]([CH:39]([CH3:41])[CH3:40])[CH2:9][CH2:10][C@H:11]([NH:14][C:15]([C:17]2[CH:25]=[C:24]3[C:20]([CH:21]=[N:22][N:23]3[CH2:26][CH:27]([CH3:29])[CH3:28])=[CH:19][C:18]=2[O:30][C:31]2[CH:36]=[CH:35][C:34]([F:37])=[CH:33][C:32]=2[F:38])=[O:16])[CH2:12][OH:13])=CC=1. The catalyst is CO.[Pd]. The product is [OH:13][CH2:12][C@@H:11]([NH:14][C:15]([C:17]1[CH:25]=[C:24]2[C:20]([CH:21]=[N:22][N:23]2[CH2:26][CH:27]([CH3:28])[CH3:29])=[CH:19][C:18]=1[O:30][C:31]1[CH:36]=[CH:35][C:34]([F:37])=[CH:33][C:32]=1[F:38])=[O:16])[CH2:10][CH2:9][NH:8][CH:39]([CH3:41])[CH3:40]. The yield is 0.600. (4) The reactants are Cl.[NH2:2][C:3]1([CH2:11][CH2:12][CH2:13][CH2:14][NH:15][C:16](=[O:25])[O:17][CH2:18][C:19]2[CH:24]=[CH:23][CH:22]=[CH:21][CH:20]=2)[CH2:8][CH2:7][C:6](=[O:9])[NH:5][C:4]1=[O:10].[N+:26]([C:29]1[CH:39]=[CH:38][CH:37]=[C:31]2[C:32]([O:34][C:35](=O)[C:30]=12)=[O:33])([O-:28])=[O:27].C([O-])(=O)C.[Na+].C(=O)(O)[O-].[Na+]. The catalyst is C(O)(=O)C. The product is [N+:26]([C:29]1[CH:39]=[CH:38][CH:37]=[C:31]2[C:30]=1[C:35](=[O:34])[N:2]([C:3]1([CH2:11][CH2:12][CH2:13][CH2:14][NH:15][C:16](=[O:25])[O:17][CH2:18][C:19]3[CH:20]=[CH:21][CH:22]=[CH:23][CH:24]=3)[CH2:8][CH2:7][C:6](=[O:9])[NH:5][C:4]1=[O:10])[C:32]2=[O:33])([O-:28])=[O:27]. The yield is 0.540. (5) The reactants are [F:1][C:2]1[CH:3]=[C:4]([C:8]2[C:13]([N+:14]([O-])=O)=[C:12]([NH2:17])[CH:11]=[CH:10][N:9]=2)[CH:5]=[CH:6][CH:7]=1. The catalyst is CO.[Pd]. The product is [F:1][C:2]1[CH:3]=[C:4]([C:8]2[C:13]([NH2:14])=[C:12]([NH2:17])[CH:11]=[CH:10][N:9]=2)[CH:5]=[CH:6][CH:7]=1. The yield is 0.913. (6) The catalyst is C1C=CC=CC=1. The yield is 0.230. The reactants are [Br:1][C:2]1[CH:7]=[CH:6][C:5]([C:8](=O)[CH2:9][C:10](=O)[CH3:11])=[CH:4][CH:3]=1.[C:14]([CH2:16][C:17]([NH:19][CH2:20][C:21]1[CH:26]=[CH:25][C:24]([CH3:27])=[CH:23][C:22]=1[CH3:28])=[O:18])#[N:15].C1CCN2C(=NCCC2)CC1. The product is [Br:1][C:2]1[CH:7]=[CH:6][C:5]([C:8]2[N:19]([CH2:20][C:21]3[CH:26]=[CH:25][C:24]([CH3:27])=[CH:23][C:22]=3[CH3:28])[C:17](=[O:18])[C:16]([C:14]#[N:15])=[C:10]([CH3:11])[CH:9]=2)=[CH:4][CH:3]=1.